Dataset: Peptide-MHC class I binding affinity with 185,985 pairs from IEDB/IMGT. Task: Regression. Given a peptide amino acid sequence and an MHC pseudo amino acid sequence, predict their binding affinity value. This is MHC class I binding data. (1) The peptide sequence is IQKNPDGSW. The MHC is HLA-B07:02 with pseudo-sequence HLA-B07:02. The binding affinity (normalized) is 0.0847. (2) The peptide sequence is FFSPFFFSL. The MHC is HLA-C07:02 with pseudo-sequence HLA-C07:02. The binding affinity (normalized) is 0.778. (3) The peptide sequence is RGYVFQGL. The MHC is HLA-B35:03 with pseudo-sequence HLA-B35:03. The binding affinity (normalized) is 0. (4) The peptide sequence is IPAPGLGAL. The MHC is HLA-B48:01 with pseudo-sequence HLA-B48:01. The binding affinity (normalized) is 0.0847. (5) The peptide sequence is VQPPQLTLQV. The MHC is HLA-B53:01 with pseudo-sequence HLA-B53:01. The binding affinity (normalized) is 0. (6) The peptide sequence is EPPLVRHAC. The MHC is HLA-B08:01 with pseudo-sequence HLA-B08:01. The binding affinity (normalized) is 0. (7) The peptide sequence is TVLDVGDAY. The MHC is HLA-B44:03 with pseudo-sequence HLA-B44:03. The binding affinity (normalized) is 0.